This data is from Peptide-MHC class II binding affinity with 134,281 pairs from IEDB. The task is: Regression. Given a peptide amino acid sequence and an MHC pseudo amino acid sequence, predict their binding affinity value. This is MHC class II binding data. (1) The peptide sequence is YTVFETALKKAITAM. The MHC is HLA-DQA10401-DQB10402 with pseudo-sequence HLA-DQA10401-DQB10402. The binding affinity (normalized) is 0.219. (2) The peptide sequence is IYEPEDLGNCLNKSD. The MHC is DRB1_1501 with pseudo-sequence DRB1_1501. The binding affinity (normalized) is 0.179. (3) The peptide sequence is AYGSFVRTVSLPVGA. The MHC is DRB1_0301 with pseudo-sequence DRB1_0301. The binding affinity (normalized) is 0.248. (4) The peptide sequence is SPPVVSFRETVLDKS. The MHC is DRB1_0701 with pseudo-sequence DRB1_0701. The binding affinity (normalized) is 0.135. (5) The peptide sequence is YDKFLANNSTVLTGK. The MHC is DRB1_1302 with pseudo-sequence DRB1_1302. The binding affinity (normalized) is 0.783.